Dataset: NCI-60 drug combinations with 297,098 pairs across 59 cell lines. Task: Regression. Given two drug SMILES strings and cell line genomic features, predict the synergy score measuring deviation from expected non-interaction effect. (1) Drug 1: CC1C(C(CC(O1)OC2CC(OC(C2O)C)OC3=CC4=CC5=C(C(=O)C(C(C5)C(C(=O)C(C(C)O)O)OC)OC6CC(C(C(O6)C)O)OC7CC(C(C(O7)C)O)OC8CC(C(C(O8)C)O)(C)O)C(=C4C(=C3C)O)O)O)O. Drug 2: COCCOC1=C(C=C2C(=C1)C(=NC=N2)NC3=CC=CC(=C3)C#C)OCCOC.Cl. Cell line: SNB-75. Synergy scores: CSS=39.1, Synergy_ZIP=0.699, Synergy_Bliss=-1.13, Synergy_Loewe=-1.99, Synergy_HSA=-1.91. (2) Drug 1: CCC1(CC2CC(C3=C(CCN(C2)C1)C4=CC=CC=C4N3)(C5=C(C=C6C(=C5)C78CCN9C7C(C=CC9)(C(C(C8N6C=O)(C(=O)OC)O)OC(=O)C)CC)OC)C(=O)OC)O.OS(=O)(=O)O. Cell line: SK-OV-3. Drug 2: C1C(C(OC1N2C=NC(=NC2=O)N)CO)O. Synergy scores: CSS=3.01, Synergy_ZIP=-0.928, Synergy_Bliss=-1.36, Synergy_Loewe=-10.9, Synergy_HSA=-5.88. (3) Drug 1: CC1C(C(=O)NC(C(=O)N2CCCC2C(=O)N(CC(=O)N(C(C(=O)O1)C(C)C)C)C)C(C)C)NC(=O)C3=C4C(=C(C=C3)C)OC5=C(C(=O)C(=C(C5=N4)C(=O)NC6C(OC(=O)C(N(C(=O)CN(C(=O)C7CCCN7C(=O)C(NC6=O)C(C)C)C)C)C(C)C)C)N)C. Drug 2: CCC1(C2=C(COC1=O)C(=O)N3CC4=CC5=C(C=CC(=C5CN(C)C)O)N=C4C3=C2)O.Cl. Cell line: NCIH23. Synergy scores: CSS=30.9, Synergy_ZIP=-6.31, Synergy_Bliss=3.13, Synergy_Loewe=0.723, Synergy_HSA=3.85. (4) Drug 1: C1CCC(C1)C(CC#N)N2C=C(C=N2)C3=C4C=CNC4=NC=N3. Drug 2: COCCOC1=C(C=C2C(=C1)C(=NC=N2)NC3=CC=CC(=C3)C#C)OCCOC.Cl. Cell line: SK-MEL-5. Synergy scores: CSS=-4.98, Synergy_ZIP=6.12, Synergy_Bliss=3.13, Synergy_Loewe=-17.2, Synergy_HSA=-14.3.